From a dataset of Reaction yield outcomes from USPTO patents with 853,638 reactions. Predict the reaction yield, written as a fraction of the theoretical maximum amount of product (1.0 means a 100% yield; for example, 0.34 means a 34% yield). (1) The product is [NH2:10][CH2:11][CH2:12][CH2:13][CH2:14][C:15]1[CH:20]=[CH:19][C:18]([O:21][CH2:22][C:23]([N:24]([CH2:28][CH2:29][OH:30])[CH2:25][CH2:26][OH:27])=[O:31])=[CH:17][CH:16]=1. The yield is 0.720. The reactants are C(OC(=O)[NH:10][CH2:11][CH2:12][CH2:13][CH2:14][C:15]1[CH:20]=[CH:19][C:18]([O:21][CH2:22][C:23](=[O:31])[N:24]([CH2:28][CH2:29][OH:30])[CH2:25][CH2:26][OH:27])=[CH:17][CH:16]=1)C1C=CC=CC=1.[H][H]. The catalyst is C(O)C.[Pd]. (2) The reactants are [Si]([O:8][C@H:9]1[C:20](=[O:21])[O:19][CH2:18][C@@H:17]([C:22]2[CH:27]=[CH:26][CH:25]=[CH:24][CH:23]=2)[NH:16][C:15](=[O:28])[CH2:14][CH2:13][CH:12]=[CH:11][CH2:10]1)(C(C)(C)C)(C)C.C1COCC1.CCCC[N+](CCCC)(CCCC)CCCC.[F-]. The catalyst is [NH4+].[Cl-].CCOC(C)=O. The product is [OH:8][C@H:9]1[C:20](=[O:21])[O:19][CH2:18][C@@H:17]([C:22]2[CH:27]=[CH:26][CH:25]=[CH:24][CH:23]=2)[NH:16][C:15](=[O:28])[CH2:14][CH2:13][CH:12]=[CH:11][CH2:10]1. The yield is 0.600. (3) The reactants are Br[C:2]1[CH:3]=[C:4]2[C:9](=[N:10][CH:11]=1)[NH:8][C:7](=[O:12])[CH2:6][CH2:5]2.[NH:13]1[C:21]2[C:16](=[CH:17][CH:18]=[CH:19][CH:20]=2)[C:15]([CH2:22][N:23]([CH3:28])[C:24](=[O:27])[CH:25]=[CH2:26])=[CH:14]1.C1(C)C=CC=CC=1P(C1C=CC=CC=1C)C1C=CC=CC=1C.C(N(C(C)C)CC)(C)C. The catalyst is C(#N)CC.CC([O-])=O.CC([O-])=O.[Pd+2]. The product is [NH:13]1[C:21]2[C:16](=[CH:17][CH:18]=[CH:19][CH:20]=2)[C:15]([CH2:22][N:23]([CH3:28])[C:24](=[O:27])/[CH:25]=[CH:26]/[C:2]2[CH:11]=[N:10][C:9]3[NH:8][C:7](=[O:12])[CH2:6][CH2:5][C:4]=3[CH:3]=2)=[CH:14]1. The yield is 0.370. (4) The reactants are Cl[C:2]1[C:7]([CH:8]=[O:9])=[C:6]([N:10]2[CH2:22][CH2:21][N:13]3[C:14]4[CH2:15][CH2:16][CH2:17][CH2:18][C:19]=4[CH:20]=[C:12]3[C:11]2=[O:23])[N:5]=[CH:4][CH:3]=1.[CH3:24][N:25]1[CH:30]=[C:29](B2OC(C)(C)C(C)(C)O2)[CH:28]=[C:27]([NH:40][C:41]2[CH:46]=[CH:45][C:44]([N:47]3[CH2:52][CH2:51][N:50]([CH:53]4[CH2:56][O:55][CH2:54]4)[CH2:49][CH2:48]3)=[CH:43][N:42]=2)[C:26]1=[O:57].[O-]P([O-])([O-])=O.[K+].[K+].[K+]. The catalyst is C1COCC1.O.C1C=CC(P(C2C=CC=CC=2)[C-]2C=CC=C2)=CC=1.C1C=CC(P(C2C=CC=CC=2)[C-]2C=CC=C2)=CC=1.Cl[Pd]Cl.[Fe+2]. The product is [CH3:24][N:25]1[C:26](=[O:57])[C:27]([NH:40][C:41]2[CH:46]=[CH:45][C:44]([N:47]3[CH2:52][CH2:51][N:50]([CH:53]4[CH2:54][O:55][CH2:56]4)[CH2:49][CH2:48]3)=[CH:43][N:42]=2)=[CH:28][C:29]([C:2]2[C:7]([CH:8]=[O:9])=[C:6]([N:10]3[CH:22]=[CH:21][N:13]4[C:14]5[CH2:15][CH2:16][CH2:17][CH2:18][C:19]=5[CH:20]=[C:12]4[C:11]3=[O:23])[N:5]=[CH:4][CH:3]=2)=[CH:30]1. The yield is 0.560. (5) The yield is 0.640. The reactants are [Cl:1][C:2]1[C:10]2[N:9]=[C:8]3[N:11]([C:15]4[CH:20]=[CH:19][C:18]([Cl:21])=[CH:17][C:16]=4[Cl:22])[CH2:12][CH2:13][CH2:14][N:7]3[C:6]=2[C:5]([CH:23]([OH:26])[CH2:24][CH3:25])=[CH:4][CH:3]=1.[C:27](O[C:27](=[O:32])[C:28]([CH3:31])([CH3:30])[CH3:29])(=[O:32])[C:28]([CH3:31])([CH3:30])[CH3:29].C(=O)(O)[O-].[Na+]. The catalyst is CN(C)C1C=CN=CC=1.N1C=CC=CC=1. The product is [CH3:29][C:28]([CH3:31])([CH3:30])[C:27]([O:26][CH:23]([C:5]1[C:6]2[N:7]3[CH2:14][CH2:13][CH2:12][N:11]([C:15]4[CH:20]=[CH:19][C:18]([Cl:21])=[CH:17][C:16]=4[Cl:22])[C:8]3=[N:9][C:10]=2[C:2]([Cl:1])=[CH:3][CH:4]=1)[CH2:24][CH3:25])=[O:32]. (6) The reactants are [C:1](=[O:5])([O:3][CH3:4])[NH2:2].O=[C:7]([CH2:11][CH2:12][PH:13]([CH2:15][OH:16])=[O:14])[C:8]([OH:10])=[O:9].C(O)(=O)C. The catalyst is O.C1(C)C=CC(S(O)(=O)=O)=CC=1.C1(C)C=CC=CC=1. The product is [CH3:4][O:3][C:1]([NH:2]/[C:7](=[CH:11]\[CH2:12][PH:13]([CH2:15][OH:16])=[O:14])/[C:8]([OH:10])=[O:9])=[O:5]. The yield is 0.719.